Predict the product of the given reaction. From a dataset of Forward reaction prediction with 1.9M reactions from USPTO patents (1976-2016). (1) Given the reactants C(OC([N:8]1[CH2:12][CH2:11][C@H:10]([O:13][C:14]2[C:15]3[CH2:23][N:22]([C:24]4[CH:25]=[N:26][C:27]([O:31][CH3:32])=[C:28]([CH3:30])[CH:29]=4)[CH2:21][CH2:20][C:16]=3[N:17]=[CH:18][N:19]=2)[CH2:9]1)=O)(C)(C)C, predict the reaction product. The product is: [CH3:32][O:31][C:27]1[N:26]=[CH:25][C:24]([N:22]2[CH2:21][CH2:20][C:16]3[N:17]=[CH:18][N:19]=[C:14]([O:13][C@H:10]4[CH2:11][CH2:12][NH:8][CH2:9]4)[C:15]=3[CH2:23]2)=[CH:29][C:28]=1[CH3:30]. (2) Given the reactants Cl[S:2]([CH2:5][CH2:6][CH2:7][CH2:8][CH2:9][CH2:10][CH2:11][C:12]([O:14][CH2:15][CH3:16])=[O:13])(=[O:4])=[O:3].[CH2:17]([NH2:23])[CH2:18][CH2:19][CH2:20][CH2:21][CH3:22].C(N(CC)C(C)C)(C)C.Cl, predict the reaction product. The product is: [CH2:17]([NH:23][S:2]([CH2:5][CH2:6][CH2:7][CH2:8][CH2:9][CH2:10][CH2:11][C:12]([O:14][CH2:15][CH3:16])=[O:13])(=[O:4])=[O:3])[CH2:18][CH2:19][CH2:20][CH2:21][CH3:22]. (3) Given the reactants Cl[C:2]1[C:7]([C:8]#[N:9])=[C:6]([NH:10][CH2:11][CH2:12][OH:13])[N:5]=[C:4]([NH:14][CH2:15][C:16]2[CH:17]=[N:18][CH:19]=[CH:20][CH:21]=2)[N:3]=1.[F:22][C:23]1[CH:28]=[CH:27][C:26]([N:29]2[CH2:34][CH2:33][NH:32][CH2:31][CH2:30]2)=[CH:25][CH:24]=1.C(N(C(C)C)C(C)C)C, predict the reaction product. The product is: [F:22][C:23]1[CH:24]=[CH:25][C:26]([N:29]2[CH2:34][CH2:33][N:32]([C:2]3[C:7]([C:8]#[N:9])=[C:6]([NH:10][CH2:11][CH2:12][OH:13])[N:5]=[C:4]([NH:14][CH2:15][C:16]4[CH:17]=[N:18][CH:19]=[CH:20][CH:21]=4)[N:3]=3)[CH2:31][CH2:30]2)=[CH:27][CH:28]=1. (4) Given the reactants [CH3:1][O:2][C:3]1[CH:4]=[C:5]([CH:31]=[CH:32][C:33]=1[O:34][CH3:35])[CH2:6][C:7]1[N:11]([C:12]2[CH:17]=[C:16]([CH3:18])[N:15]=[C:14]([CH3:19])[N:13]=2)[N:10]=[C:9]([N:20](CC2C=CC(OC)=CC=2)[CH3:21])[N:8]=1.C(O)(C(F)(F)F)=O.C([O-])(O)=O.[Na+], predict the reaction product. The product is: [CH3:1][O:2][C:3]1[CH:4]=[C:5]([CH:31]=[CH:32][C:33]=1[O:34][CH3:35])[CH2:6][C:7]1[N:11]([C:12]2[CH:17]=[C:16]([CH3:18])[N:15]=[C:14]([CH3:19])[N:13]=2)[N:10]=[C:9]([NH:20][CH3:21])[N:8]=1.